This data is from Reaction yield outcomes from USPTO patents with 853,638 reactions. The task is: Predict the reaction yield, written as a fraction of the theoretical maximum amount of product (1.0 means a 100% yield; for example, 0.34 means a 34% yield). (1) The reactants are [C:1]([O:4][C@@H:5]1[C@@H:10]([O:11][C:12](=[O:14])[CH3:13])[C@H:9]([O:15][C:16](=[O:18])[CH3:17])[C@@H:8]([O:19]/[C:20](/[C:29]([O:31][CH2:32][CH3:33])=[O:30])=[CH:21]\[C:22]2[CH:27]=[CH:26][CH:25]=[CH:24][C:23]=2F)[O:7][C@H:6]1[CH2:34][O:35][C:36](=[O:38])[CH3:37])(=[O:3])[CH3:2].[Cl:39]C1C=CC(CC(=O)C(OCC)=O)=CC=1.[H-].[Na+].[Br-].C(O[C@@H]1[C@@H](OC(=O)C)[C@@H](OC(=O)C)[C@@H](COC(=O)C)O[C@@H]1O)(=O)C. No catalyst specified. The product is [C:1]([O:4][C@H:5]1[C@@H:10]([O:11][C:12](=[O:14])[CH3:13])[C@H:9]([O:15][C:16](=[O:18])[CH3:17])[C@@H:8]([O:19]/[C:20](/[C:29]([O:31][CH2:32][CH3:33])=[O:30])=[CH:21]\[C:22]2[CH:27]=[CH:26][C:25]([Cl:39])=[CH:24][CH:23]=2)[O:7][C@H:6]1[CH2:34][O:35][C:36](=[O:38])[CH3:37])(=[O:3])[CH3:2]. The yield is 0.660. (2) The reactants are [CH3:1][O:2][C:3]1[NH:11][C:10]2[C:5](=[N:6][C:7]([O:13][CH2:14][CH2:15][O:16][CH3:17])=[N:8][C:9]=2[NH2:12])[N:4]=1.C(=O)([O-])[O-].[K+].[K+].[C:24]([O:28][C:29]([N:31]1[CH2:36][CH2:35][CH:34]([CH2:37][CH2:38]OS(C)(=O)=O)[CH2:33][CH2:32]1)=[O:30])([CH3:27])([CH3:26])[CH3:25]. The catalyst is CN(C=O)C. The product is [C:24]([O:28][C:29]([N:31]1[CH2:36][CH2:35][CH:34]([CH2:37][CH2:38][N:4]2[C:3]([O:2][CH3:1])=[N:11][C:10]3[C:5]2=[N:6][C:7]([O:13][CH2:14][CH2:15][O:16][CH3:17])=[N:8][C:9]=3[NH2:12])[CH2:33][CH2:32]1)=[O:30])([CH3:27])([CH3:26])[CH3:25]. The yield is 0.600.